From a dataset of Reaction yield outcomes from USPTO patents with 853,638 reactions. Predict the reaction yield, written as a fraction of the theoretical maximum amount of product (1.0 means a 100% yield; for example, 0.34 means a 34% yield). (1) The reactants are B([O-])[O-].[CH3:4][C:5]([C:9]1[CH:14]=[CH:13][CH:12]=[C:11](B2OC(C)(C)C(C)(C)O2)[CH:10]=1)([CH3:8])[C:6]#[N:7].[I-].I[C:26]1[C:31]([CH3:32])=[CH:30][N:29]=[C:28]2[NH:33][N:34]=[CH:35][C:27]=12.C([O-])([O-])=O.[Na+].[Na+].O1CCOCC1. The catalyst is C1C=CC([P]([Pd]([P](C2C=CC=CC=2)(C2C=CC=CC=2)C2C=CC=CC=2)([P](C2C=CC=CC=2)(C2C=CC=CC=2)C2C=CC=CC=2)[P](C2C=CC=CC=2)(C2C=CC=CC=2)C2C=CC=CC=2)(C2C=CC=CC=2)C2C=CC=CC=2)=CC=1.CC#N.O. The product is [CH3:8][C:5]([C:9]1[CH:14]=[CH:13][CH:12]=[C:11]([C:26]2[C:31]([CH3:32])=[CH:30][N:29]=[C:28]3[NH:33][N:34]=[CH:35][C:27]=23)[CH:10]=1)([CH3:4])[C:6]#[N:7]. The yield is 0.570. (2) The reactants are [NH:1]1[CH:5]=[N:4][CH:3]=[N:2]1.I[C:7]1[CH:12]=[CH:11][CH:10]=[CH:9][CH:8]=1.[O-]P([O-])([O-])=O.[K+].[K+].[K+].CN[C@@H]1CCCC[C@H]1NC. The catalyst is [Cu]I.CCCCCC.C(OCC)(=O)C.CN(C)C=O. The product is [C:7]1([N:1]2[CH:5]=[N:4][CH:3]=[N:2]2)[CH:12]=[CH:11][CH:10]=[CH:9][CH:8]=1. The yield is 0.930. (3) The reactants are O.[OH-].[Li+].[CH:4]1([C@@:10]([C:42]([O:44]C)=[O:43])([CH3:41])[NH:11][C:12]([C:14]2[C:23]([NH:24][C:25]([NH:27][C:28]3[C:33]([Cl:34])=[CH:32][C:31]([O:35][C:36]([F:39])([F:38])[F:37])=[CH:30][C:29]=3[Cl:40])=[O:26])=[CH:22][C:21]3[C:16](=[CH:17][CH:18]=[CH:19][CH:20]=3)[CH:15]=2)=[O:13])[CH2:9][CH2:8][CH2:7][CH2:6][CH2:5]1.Cl. The catalyst is CCCCCC.C(OCC)(=O)C. The product is [CH:4]1([C@@:10]([C:42]([OH:44])=[O:43])([CH3:41])[NH:11][C:12]([C:14]2[C:23]([NH:24][C:25]([NH:27][C:28]3[C:33]([Cl:34])=[CH:32][C:31]([O:35][C:36]([F:38])([F:39])[F:37])=[CH:30][C:29]=3[Cl:40])=[O:26])=[CH:22][C:21]3[C:16](=[CH:17][CH:18]=[CH:19][CH:20]=3)[CH:15]=2)=[O:13])[CH2:9][CH2:8][CH2:7][CH2:6][CH2:5]1. The yield is 0.620. (4) The catalyst is CN(C)C=O. The yield is 0.326. The reactants are [F:1][C:2]1[CH:3]=[C:4]([F:12])[C:5]2[S:9][C:8](S)=[N:7][C:6]=2[CH:11]=1.S(Cl)([Cl:15])=O. The product is [Cl:15][C:8]1[S:9][C:5]2[C:4]([F:12])=[CH:3][C:2]([F:1])=[CH:11][C:6]=2[N:7]=1. (5) The reactants are [CH3:1][N:2]1[CH2:7][CH2:6][CH:5]([C:8]2[CH:17]=[CH:16][C:11]([C:12]([O:14]C)=O)=[CH:10][CH:9]=2)[CH2:4][CH2:3]1.[CH3:18][O:19][C:20]1[CH:21]=[C:22]([CH2:28][O:29][C:30]2[CH:31]=[C:32]([NH2:35])[NH:33][N:34]=2)[CH:23]=[C:24]([O:26][CH3:27])[CH:25]=1.C[Al](C)C.C1(C)C=CC=CC=1. No catalyst specified. The product is [CH3:27][O:26][C:24]1[CH:23]=[C:22]([CH2:28][O:29][C:30]2[CH:31]=[C:32]([NH:35][C:12](=[O:14])[C:11]3[CH:10]=[CH:9][C:8]([CH:5]4[CH2:4][CH2:3][N:2]([CH3:1])[CH2:7][CH2:6]4)=[CH:17][CH:16]=3)[NH:33][N:34]=2)[CH:21]=[C:20]([O:19][CH3:18])[CH:25]=1. The yield is 0.465.